Dataset: Forward reaction prediction with 1.9M reactions from USPTO patents (1976-2016). Task: Predict the product of the given reaction. Given the reactants CC1C=CC(S(O)(=O)=O)=CC=1.[CH2:12]([N:14]1[C:22]2[C:17](=[CH:18][C:19]([C:23](=O)[CH2:24][C:25]([O:27]CC)=O)=[CH:20][CH:21]=2)[CH:16]=[N:15]1)[CH3:13].[CH3:31][C:32]1[O:36][C:35]([C:37]2[CH:38]=[N:39][NH:40][C:41]=2[NH2:42])=[N:34][N:33]=1, predict the reaction product. The product is: [CH2:12]([N:14]1[C:22]2[C:17](=[CH:18][C:19]([C:23]3[NH:42][C:41]4[N:40]([N:39]=[CH:38][C:37]=4[C:35]4[O:36][C:32]([CH3:31])=[N:33][N:34]=4)[C:25](=[O:27])[CH:24]=3)=[CH:20][CH:21]=2)[CH:16]=[N:15]1)[CH3:13].